Dataset: Merck oncology drug combination screen with 23,052 pairs across 39 cell lines. Task: Regression. Given two drug SMILES strings and cell line genomic features, predict the synergy score measuring deviation from expected non-interaction effect. (1) Drug 1: C=CCn1c(=O)c2cnc(Nc3ccc(N4CCN(C)CC4)cc3)nc2n1-c1cccc(C(C)(C)O)n1. Drug 2: COC1CC2CCC(C)C(O)(O2)C(=O)C(=O)N2CCCCC2C(=O)OC(C(C)CC2CCC(OP(C)(C)=O)C(OC)C2)CC(=O)C(C)C=C(C)C(O)C(OC)C(=O)C(C)CC(C)C=CC=CC=C1C. Cell line: CAOV3. Synergy scores: synergy=21.9. (2) Drug 1: O=S1(=O)NC2(CN1CC(F)(F)F)C1CCC2Cc2cc(C=CCN3CCC(C(F)(F)F)CC3)ccc2C1. Drug 2: CC1CC2C3CCC4=CC(=O)C=CC4(C)C3(F)C(O)CC2(C)C1(O)C(=O)CO. Cell line: LNCAP. Synergy scores: synergy=-21.4.